From a dataset of Full USPTO retrosynthesis dataset with 1.9M reactions from patents (1976-2016). Predict the reactants needed to synthesize the given product. (1) Given the product [NH2:1][C:2]1[C:9]([CH3:13])=[CH:8][C:5]([C:6]#[N:7])=[C:4]([CH2:11][CH3:12])[CH:3]=1, predict the reactants needed to synthesize it. The reactants are: [NH2:1][C:2]1[C:9](I)=[CH:8][C:5]([C:6]#[N:7])=[C:4]([CH2:11][CH3:12])[CH:3]=1.[CH3:13]B(O)O.C(=O)([O-])[O-].[Cs+].[Cs+]. (2) Given the product [CH2:1]([O:5][C:6]1[CH:15]=[CH:14][CH:13]=[CH:12][C:7]=1[C:8]([OH:10])=[O:9])[CH:2]([CH3:4])[CH3:3], predict the reactants needed to synthesize it. The reactants are: [CH2:1]([O:5][C:6]1[CH:15]=[CH:14][CH:13]=[CH:12][C:7]=1[C:8]([O:10]C)=[O:9])[CH:2]([CH3:4])[CH3:3].[OH-].[Na+].C(OCC)(=O)C.Cl. (3) The reactants are: [Br:1][C:2]1[CH:26]=[CH:25][C:5]2[C:6]3[N:10]([CH2:11][CH2:12][O:13][C:4]=2[CH:3]=1)[CH:9]=[C:8]([C:14]1[N:15]([CH:22]([CH3:24])[CH3:23])[N:16]=[C:17]([CH2:19][O:20]C)[N:18]=1)[N:7]=3.C(=O)([O-])[O-].[Na+].[Na+]. Given the product [Br:1][C:2]1[CH:26]=[CH:25][C:5]2[C:6]3[N:10]([CH2:11][CH2:12][O:13][C:4]=2[CH:3]=1)[CH:9]=[C:8]([C:14]1[N:15]([CH:22]([CH3:24])[CH3:23])[N:16]=[C:17]([CH2:19][OH:20])[N:18]=1)[N:7]=3, predict the reactants needed to synthesize it. (4) Given the product [CH3:8][O:9][C:10]1[CH:17]=[CH:16][C:13]([C:14]2[O:6][C:5]([CH3:7])=[C:2]([CH3:1])[N+:3]=2[O-:4])=[CH:12][CH:11]=1, predict the reactants needed to synthesize it. The reactants are: [CH3:1]/[C:2](/[C:5]([CH3:7])=[O:6])=[N:3]\[OH:4].[CH3:8][O:9][C:10]1[CH:17]=[CH:16][C:13]([CH:14]=O)=[CH:12][CH:11]=1.Cl. (5) Given the product [O:27]=[C:25]1[C:24]2[C:23](=[CH:31][CH:30]=[CH:29][CH:28]=2)[C:22](=[O:32])[N:26]1[CH:18]1[CH2:19][CH2:20][CH:16]([N:3]([CH2:1][CH3:2])[C:4]2[CH:11]=[CH:10][C:7]([C:8]#[N:9])=[C:6]([C:12]([F:13])([F:15])[F:14])[CH:5]=2)[CH2:17]1, predict the reactants needed to synthesize it. The reactants are: [CH2:1]([N:3]([CH:16]1[CH2:20][CH2:19][CH:18](O)[CH2:17]1)[C:4]1[CH:11]=[CH:10][C:7]([C:8]#[N:9])=[C:6]([C:12]([F:15])([F:14])[F:13])[CH:5]=1)[CH3:2].[C:22]1(=[O:32])[NH:26][C:25](=[O:27])[C:24]2=[CH:28][CH:29]=[CH:30][CH:31]=[C:23]12.C1(P(C2C=CC=CC=2)C2C=CC=CC=2)C=CC=CC=1.N(C(OC(C)C)=O)=NC(OC(C)C)=O. (6) Given the product [Cl:1][C:2]1[CH:3]=[C:4]2[C:13](=[CH:14][CH:15]=1)[C:12]([NH:28][CH2:27][CH2:26][CH2:25][CH2:24][N:23]([CH:20]1[CH2:22][CH2:21]1)[CH2:29][CH3:30])=[C:11]1[C:6]([CH:7]=[CH:8][C:9]([O:17][CH3:18])=[CH:10]1)=[N:5]2, predict the reactants needed to synthesize it. The reactants are: [Cl:1][C:2]1[CH:3]=[C:4]2[C:13](=[CH:14][CH:15]=1)[C:12](Cl)=[C:11]1[C:6]([CH:7]=[CH:8][C:9]([O:17][CH3:18])=[CH:10]1)=[N:5]2.Cl.[CH:20]1([N:23]([CH2:29][CH3:30])[CH2:24][CH2:25][CH2:26][CH2:27][NH2:28])[CH2:22][CH2:21]1.C(N(C(C)C)CC)(C)C. (7) Given the product [CH3:16][O:17][C:18]1[CH:19]=[C:20]([C:26]2[CH:30]=[C:29](/[CH:31]=[CH:14]/[C:13]([C:5]3[CH:6]=[C:7]([O:11][CH3:12])[C:8]([O:9][CH3:10])=[C:3]([O:2][CH3:1])[CH:4]=3)=[O:15])[NH:28][N:27]=2)[CH:21]=[CH:22][C:23]=1[O:24][CH3:25], predict the reactants needed to synthesize it. The reactants are: [CH3:1][O:2][C:3]1[CH:4]=[C:5]([C:13](=[O:15])[CH3:14])[CH:6]=[C:7]([O:11][CH3:12])[C:8]=1[O:9][CH3:10].[CH3:16][O:17][C:18]1[CH:19]=[C:20]([C:26]2[CH:30]=[C:29]([CH:31]=O)[NH:28][N:27]=2)[CH:21]=[CH:22][C:23]=1[O:24][CH3:25].[OH-].[K+].